From a dataset of Forward reaction prediction with 1.9M reactions from USPTO patents (1976-2016). Predict the product of the given reaction. (1) Given the reactants [C:1]1([S:7]([N:10]2[C:18]3[C:13](=[CH:14][C:15](B4OC(C)(C)C(C)(C)O4)=[CH:16][CH:17]=3)[CH:12]=[C:11]2[C:28]2[C:33]([F:34])=[CH:32][CH:31]=[CH:30][C:29]=2[F:35])(=[O:9])=[O:8])[CH:6]=[CH:5][CH:4]=[CH:3][CH:2]=1.[CH2:36]([N:38]1[C:42](OS(C(F)(F)F)(=O)=O)=[CH:41][C:40]([C:51]2[CH:56]=[CH:55][CH:54]=[CH:53][CH:52]=2)=[N:39]1)[CH3:37].C([O-])([O-])=O.[K+].[K+], predict the reaction product. The product is: [C:1]1([S:7]([N:10]2[C:18]3[C:13](=[CH:14][C:15]([C:42]4[N:38]([CH2:36][CH3:37])[N:39]=[C:40]([C:51]5[CH:56]=[CH:55][CH:54]=[CH:53][CH:52]=5)[CH:41]=4)=[CH:16][CH:17]=3)[CH:12]=[C:11]2[C:28]2[C:29]([F:35])=[CH:30][CH:31]=[CH:32][C:33]=2[F:34])(=[O:9])=[O:8])[CH:2]=[CH:3][CH:4]=[CH:5][CH:6]=1. (2) Given the reactants C(N(CC)CC)C.[C:8](Cl)(=[O:10])[CH3:9].[NH2:12][C:13]1[NH:14][CH:15]=[C:16]([C:21]2[CH:22]=[N:23][C:24]([N+:27]([O-:29])=[O:28])=[CH:25][CH:26]=2)[C:17]=1[C:18]([NH2:20])=[O:19], predict the reaction product. The product is: [C:8]([NH:12][C:13]1[NH:14][CH:15]=[C:16]([C:21]2[CH:22]=[N:23][C:24]([N+:27]([O-:29])=[O:28])=[CH:25][CH:26]=2)[C:17]=1[C:18]([NH2:20])=[O:19])(=[O:10])[CH3:9]. (3) Given the reactants FC1C=C([C@@H](C2CCN(S(C)(=O)=O)CC2)CC[N:12]2[CH2:17][CH2:16][CH:15]([CH2:18][CH2:19][S:20]([CH:23]3[CH2:28][CH2:27][N:26](C(OCC4C=CC=CC=4)=O)[CH2:25][CH2:24]3)(=[O:22])=[O:21])[CH2:14][CH2:13]2)C=C(F)C=1.FC1C=C([C@@H](C2CCN(S(C)(=O)=O)CC2)CC=O)C=C(F)C=1.CC(OI1(OC(C)=O)(OC(C)=O)OC(=O)C2C=CC=CC1=2)=O, predict the reaction product. The product is: [NH:26]1[CH2:25][CH2:24][CH:23]([S:20]([CH2:19][CH2:18][CH:15]2[CH2:14][CH2:13][NH:12][CH2:17][CH2:16]2)(=[O:21])=[O:22])[CH2:28][CH2:27]1. (4) Given the reactants O1CCCC1.[CH3:6][C:7]1([CH3:35])[O:12][C:11](=[O:13])[NH:10][C:9]2[N:14]=[CH:15][C:16]([N:18](S(C3SC=CC=3)(=O)=O)[S:19]([C:22]3[S:23][CH:24]=[CH:25][CH:26]=3)(=[O:21])=[O:20])=[CH:17][C:8]1=2, predict the reaction product. The product is: [CH3:6][C:7]1([CH3:35])[O:12][C:11](=[O:13])[NH:10][C:9]2[N:14]=[CH:15][C:16]([NH:18][S:19]([C:22]3[S:23][CH:24]=[CH:25][CH:26]=3)(=[O:20])=[O:21])=[CH:17][C:8]1=2. (5) The product is: [I:14][C:5]1[CH:6]=[CH:7][C:8]([O:10][CH2:11][CH2:12][CH3:13])=[CH:9][C:4]=1[C:3]([NH2:21])=[O:2]. Given the reactants C[O:2][C:3](=O)[C:4]1[CH:9]=[C:8]([O:10][CH2:11][CH2:12][CH3:13])[CH:7]=[CH:6][C:5]=1[I:14].[OH-].[Na+].Cl.C1N=C[N:21](C(N2C=NC=C2)=O)C=1.N, predict the reaction product. (6) Given the reactants Br[C:2]1[C:3]([NH2:8])=[N:4][CH:5]=[CH:6][CH:7]=1.[CH3:9][S:10]([O-:12])=[O:11].[Na+].N1CCC[C@H]1C(O)=O.[OH-].[Na+], predict the reaction product. The product is: [CH3:9][S:10]([C:2]1[C:3]([NH2:8])=[N:4][CH:5]=[CH:6][CH:7]=1)(=[O:12])=[O:11]. (7) The product is: [CH3:1][N:2]1[C:6]2[CH:7]=[C:8]([C:11]([NH:32][CH2:31][C@H:28]3[CH2:27][CH2:26][C@@H:25]([CH2:24][CH2:23][O:16][C:17]4[CH:18]=[CH:19][CH:20]=[CH:21][CH:22]=4)[CH2:30][CH2:29]3)=[O:13])[CH:9]=[CH:10][C:5]=2[NH:4][C:3]1=[O:14]. Given the reactants [CH3:1][N:2]1[C:6]2[CH:7]=[C:8]([C:11]([OH:13])=O)[CH:9]=[CH:10][C:5]=2[NH:4][C:3]1=[O:14].Cl.[O:16]([CH2:23][CH2:24][C@@H:25]1[CH2:30][CH2:29][C@H:28]([CH2:31][NH2:32])[CH2:27][CH2:26]1)[C:17]1[CH:22]=[CH:21][CH:20]=[CH:19][CH:18]=1, predict the reaction product. (8) Given the reactants [CH3:1][C:2]([OH:41])([C:4]1[CH:5]=[CH:6][CH:7]=[CH:8][C:9]=1[CH2:10][CH2:11][C@@H:12]([S:32][CH2:33][C:34]1([CH2:37][C:38]([OH:40])=[O:39])[CH2:36][CH2:35]1)[C:13]1[CH:14]=[CH:15][CH:16]=[C:17](/[CH:19]=[CH:20]/[C:21]2[CH:22]=[CH:23][C:24]3[CH:25]=[CH:26][C:27]([Cl:31])=[CH:28][C:29]=3[N:30]=2)[CH:18]=1)[CH3:3].[OH-].[Na+:43], predict the reaction product. The product is: [CH3:3][C:2]([OH:41])([C:4]1[CH:5]=[CH:6][CH:7]=[CH:8][C:9]=1[CH2:10][CH2:11][C@@H:12]([S:32][CH2:33][C:34]1([CH2:37][C:38]([O-:40])=[O:39])[CH2:35][CH2:36]1)[C:13]1[CH:14]=[CH:15][CH:16]=[C:17](/[CH:19]=[CH:20]/[C:21]2[CH:22]=[CH:23][C:24]3[CH:25]=[CH:26][C:27]([Cl:31])=[CH:28][C:29]=3[N:30]=2)[CH:18]=1)[CH3:1].[Na+:43].